From a dataset of Experimentally validated miRNA-target interactions with 360,000+ pairs, plus equal number of negative samples. Binary Classification. Given a miRNA mature sequence and a target amino acid sequence, predict their likelihood of interaction. The miRNA is hsa-miR-545-3p with sequence UCAGCAAACAUUUAUUGUGUGC. The protein sequence of the target gene is MNETMATDSPRRPSRCTGGVVVRPQAVTEQSYMESVVTFLQDVVPQAYSGSPLTEEKEKIVWVRFENADLNDTSRNLEFHELHSTGNEPPLLVMIGYSDGMQVWGIPISGEAQELFSVRHGPVRAARILPAPQLGAQKCDNFAEKRPLLGVCKSIGSSGTTPPYCCVDLYSLRTGEMVKSIQFKTPIYDLHCNKRILVVVLQEKIAAFDSCTFTKKFFVTSCYPCPGPNMNPIALGSRWLAYAENKLIRCHQSRGGACGDNIQSYTATVLSAAKTLKSGLTMVGKVVTQLTGTLPSGVTE.... Result: 0 (no interaction).